From a dataset of Reaction yield outcomes from USPTO patents with 853,638 reactions. Predict the reaction yield, written as a fraction of the theoretical maximum amount of product (1.0 means a 100% yield; for example, 0.34 means a 34% yield). (1) The reactants are C1(C(C2C=CC=CC=2)[N:8]2[C:16]3[C:11](=[CH:12][CH:13]=[CH:14][CH:15]=3)[C:10]3([C:20]4[CH:21]=[CH:22][C:23]([O:25][C:26]([F:29])([F:28])[F:27])=[CH:24][C:19]=4[O:18][CH2:17]3)[C:9]2=[O:30])C=CC=CC=1.[H][H]. The catalyst is CO.C(O)(=O)C.[Pd]. The product is [F:29][C:26]([F:27])([F:28])[O:25][C:23]1[CH:22]=[CH:21][C:20]2[C:10]3([CH2:17][O:18][C:19]=2[CH:24]=1)[C:11]1[C:16](=[CH:15][CH:14]=[CH:13][CH:12]=1)[NH:8][C:9]3=[O:30]. The yield is 0.750. (2) The reactants are [CH3:1][O-].[Na+].Cl[CH2:5][CH2:6][CH2:7][C:8]([NH:10][C:11]1[CH:16]=[C:15]([O:17][C:18]2[C:19]([NH2:25])=[N:20][C:21](N)=[N:22][CH:23]=2)[C:14]([CH:26]([CH3:28])[CH3:27])=[CH:13][C:12]=1[O:29][CH3:30])=[O:9]. The catalyst is CO. The product is [NH2:25][C:19]1[C:18]([O:17][C:15]2[C:14]([CH:26]([CH3:28])[CH3:27])=[CH:13][C:12]([O:29][CH3:30])=[C:11]([N:10]3[CH2:5][CH2:6][CH2:7][C:8]3=[O:9])[CH:16]=2)=[CH:23][N:22]=[C:21]([CH3:1])[N:20]=1. The yield is 0.470. (3) The reactants are [C:1]([O:5][C:6]([N:8]1[CH2:13][CH2:12][C@@H:11]([CH3:14])[C@@H:10]([C:15](=O)[NH:16][CH2:17][C:18]2[N:19]=[C:20]3[CH:26]=[CH:25][N:24]([S:27]([C:30]4[CH:36]=[CH:35][C:33]([CH3:34])=[CH:32][CH:31]=4)(=[O:29])=[O:28])[C:21]3=[N:22][CH:23]=2)[CH2:9]1)=[O:7])([CH3:4])([CH3:3])[CH3:2].COC1C=CC(P2(SP(C3C=CC(OC)=CC=3)(=S)S2)=S)=CC=1. The catalyst is O1CCOCC1.FC(F)(F)C([O-])=O.[Hg+2].FC(F)(F)C([O-])=O. The product is [CH3:14][C@@H:11]1[CH2:12][CH2:13][N:8]([C:6]([O:5][C:1]([CH3:3])([CH3:4])[CH3:2])=[O:7])[CH2:9][C@@H:10]1[C:15]1[N:19]2[C:20]3[CH:26]=[CH:25][N:24]([S:27]([C:30]4[CH:31]=[CH:32][C:33]([CH3:34])=[CH:35][CH:36]=4)(=[O:28])=[O:29])[C:21]=3[N:22]=[CH:23][C:18]2=[CH:17][N:16]=1. The yield is 0.790. (4) The reactants are [CH3:1][C@:2]12[C:11]([CH3:13])([CH3:12])[C@H:8]([CH2:9][CH2:10]1)[C:4]1([CH2:7][CH2:6][CH2:5]1)[C:3]2=O.[CH:15]([NH2:17])=[O:16]. The catalyst is C(O)=O. The product is [CH3:1][C:2]12[C:11]([CH3:13])([CH3:12])[CH:8]([CH2:9][CH2:10]1)[C:4]1([CH2:7][CH2:6][CH2:5]1)[CH:3]2[NH:17][CH:15]=[O:16]. The yield is 0.842. (5) The reactants are [CH2:1]1[C:10]2[C:5](=[CH:6][CH:7]=[CH:8][CH:9]=2)[CH2:4][CH2:3][N:2]1[CH2:11][CH:12]([OH:36])[CH2:13][NH:14][C:15]([C:17]1[CH:18]=[C:19]([N:23]2[CH2:28][CH2:27][N:26](C(OC(C)(C)C)=O)[CH2:25][CH2:24]2)[CH:20]=[CH:21][CH:22]=1)=[O:16].C(O)(C(F)(F)F)=O. The catalyst is C(Cl)Cl. The product is [CH2:1]1[C:10]2[C:5](=[CH:6][CH:7]=[CH:8][CH:9]=2)[CH2:4][CH2:3][N:2]1[CH2:11][CH:12]([OH:36])[CH2:13][NH:14][C:15](=[O:16])[C:17]1[CH:22]=[CH:21][CH:20]=[C:19]([N:23]2[CH2:24][CH2:25][NH:26][CH2:27][CH2:28]2)[CH:18]=1. The yield is 0.570. (6) The reactants are O.[OH-].[Li+].C[O:5][C:6](=[O:35])[C:7]1[CH:12]=[CH:11][CH:10]=[CH:9][C:8]=1[C:13]([N:15]1[CH2:20][CH2:19][N:18]([C:21]2[N:22]=[N:23][C:24]([C:27](=[O:34])[NH:28][CH2:29][CH2:30][CH:31]3[CH2:33][CH2:32]3)=[CH:25][CH:26]=2)[CH2:17][CH2:16]1)=[O:14]. The catalyst is O1CCCC1.O. The product is [CH:31]1([CH2:30][CH2:29][NH:28][C:27]([C:24]2[N:23]=[N:22][C:21]([N:18]3[CH2:17][CH2:16][N:15]([C:13]([C:8]4[CH:9]=[CH:10][CH:11]=[CH:12][C:7]=4[C:6]([OH:35])=[O:5])=[O:14])[CH2:20][CH2:19]3)=[CH:26][CH:25]=2)=[O:34])[CH2:33][CH2:32]1. The yield is 0.420. (7) The reactants are Br[C:2]1[CH:7]=[N:6][CH2:5][C:4](N)([O:8][CH3:9])[N:3]=1.[CH3:11][PH:12](=[O:14])[CH3:13].P([O-])([O-])([O-])=O.[K+].[K+].[K+].C[N:24](C=O)C. The catalyst is C([O-])(=O)C.[Pd+2].C([O-])(=O)C.CC1(C)C2C(=C(P(C3C=CC=CC=3)C3C=CC=CC=3)C=CC=2)OC2C(P(C3C=CC=CC=3)C3C=CC=CC=3)=CC=CC1=2. The product is [CH3:11][P:12]([C:2]1[N:3]=[C:4]([O:8][CH3:9])[C:5]([NH2:24])=[N:6][CH:7]=1)([CH3:13])=[O:14]. The yield is 0.630.